From a dataset of Peptide-MHC class I binding affinity with 185,985 pairs from IEDB/IMGT. Regression. Given a peptide amino acid sequence and an MHC pseudo amino acid sequence, predict their binding affinity value. This is MHC class I binding data. (1) The MHC is Mamu-A02 with pseudo-sequence Mamu-A02. The binding affinity (normalized) is 0.722. The peptide sequence is WTNCRGEFL. (2) The peptide sequence is SAEVVTLWY. The MHC is HLA-A69:01 with pseudo-sequence HLA-A69:01. The binding affinity (normalized) is 0.0847. (3) The peptide sequence is VGNVTVKF. The MHC is Mamu-B52 with pseudo-sequence Mamu-B52. The binding affinity (normalized) is 0.557. (4) The peptide sequence is AMNHHLKNQI. The MHC is Mamu-A11 with pseudo-sequence Mamu-A11. The binding affinity (normalized) is 0.253. (5) The peptide sequence is GRRPLKNRK. The MHC is HLA-B18:01 with pseudo-sequence HLA-B18:01. The binding affinity (normalized) is 0.0847.